Dataset: Reaction yield outcomes from USPTO patents with 853,638 reactions. Task: Predict the reaction yield, written as a fraction of the theoretical maximum amount of product (1.0 means a 100% yield; for example, 0.34 means a 34% yield). (1) The reactants are [NH2:1][CH2:2][CH2:3][SH:4].Cl.FC(F)(F)C(O)=O.[C:13]1([C:19](Cl)([C:26]2[CH:31]=[CH:30][CH:29]=[CH:28][CH:27]=2)[C:20]2[CH:25]=[CH:24][CH:23]=[CH:22][CH:21]=2)[CH:18]=[CH:17][CH:16]=[CH:15][CH:14]=1.[OH-].[Na+]. The catalyst is ClCCl. The product is [C:19]([S:4][CH2:3][CH2:2][NH2:1])([C:13]1[CH:18]=[CH:17][CH:16]=[CH:15][CH:14]=1)([C:26]1[CH:27]=[CH:28][CH:29]=[CH:30][CH:31]=1)[C:20]1[CH:21]=[CH:22][CH:23]=[CH:24][CH:25]=1. The yield is 0.600. (2) The reactants are [Cl-].O[NH3+:3].[C:4](=[O:7])([O-])[OH:5].[Na+].CS(C)=O.[O:13]1[C:17]2[CH:18]=[CH:19][C:20]([N:22]3[C:27](=[O:28])[C:26]([CH2:29][C:30]4[CH:35]=[CH:34][C:33]([C:36]5[C:37]([C:42]#[N:43])=[CH:38][CH:39]=[CH:40][CH:41]=5)=[CH:32][CH:31]=4)=[C:25]([CH2:44][CH2:45][CH2:46][CH3:47])[N:24]=[C:23]3[CH3:48])=[CH:21][C:16]=2[O:15][CH2:14]1. The catalyst is O.C(OCC)(=O)C. The product is [O:13]1[C:17]2[CH:18]=[CH:19][C:20]([N:22]3[C:27](=[O:28])[C:26]([CH2:29][C:30]4[CH:35]=[CH:34][C:33]([C:36]5[CH:41]=[CH:40][CH:39]=[CH:38][C:37]=5[C:42]5[NH:3][C:4](=[O:7])[O:5][N:43]=5)=[CH:32][CH:31]=4)=[C:25]([CH2:44][CH2:45][CH2:46][CH3:47])[N:24]=[C:23]3[CH3:48])=[CH:21][C:16]=2[O:15][CH2:14]1. The yield is 0.770.